Dataset: Peptide-MHC class II binding affinity with 134,281 pairs from IEDB. Task: Regression. Given a peptide amino acid sequence and an MHC pseudo amino acid sequence, predict their binding affinity value. This is MHC class II binding data. (1) The peptide sequence is PVTEEPGMAKIPAGE. The MHC is HLA-DPA10103-DPB10201 with pseudo-sequence HLA-DPA10103-DPB10201. The binding affinity (normalized) is 0.0186. (2) The binding affinity (normalized) is 0.649. The MHC is DRB4_0101 with pseudo-sequence DRB4_0103. The peptide sequence is GELQIVDKYDAAFKI. (3) The peptide sequence is IDKFLANVSTVLTGK. The MHC is DRB1_1101 with pseudo-sequence DRB1_1101. The binding affinity (normalized) is 0.581. (4) The peptide sequence is VPFNVAQAYCIGKLK. The MHC is DRB4_0101 with pseudo-sequence DRB4_0103. The binding affinity (normalized) is 0.472. (5) The peptide sequence is SQDLELSWNLPGLQAY. The MHC is HLA-DQA10101-DQB10501 with pseudo-sequence HLA-DQA10101-DQB10501. The binding affinity (normalized) is 0.989. (6) The peptide sequence is EQISVLRKAFDAFDR. The MHC is HLA-DQA10104-DQB10503 with pseudo-sequence HLA-DQA10104-DQB10503. The binding affinity (normalized) is 0.278. (7) The peptide sequence is EHKYFAATQFEPLAA. The MHC is DRB1_0101 with pseudo-sequence DRB1_0101. The binding affinity (normalized) is 0.588.